This data is from Forward reaction prediction with 1.9M reactions from USPTO patents (1976-2016). The task is: Predict the product of the given reaction. (1) The product is: [Cl:19][C:17]1[CH:16]=[CH:15][C:14]2[N:9]([C:7](=[O:8])/[CH:6]=[CH:5]/[C:4]([OH:23])=[O:3])[CH2:10][CH:11]([CH:20]([CH3:22])[CH3:21])[O:12][C:13]=2[CH:18]=1. Given the reactants C([O:3][C:4](=[O:23])/[CH:5]=[CH:6]/[C:7]([N:9]1[C:14]2[CH:15]=[CH:16][C:17]([Cl:19])=[CH:18][C:13]=2[O:12][CH:11]([CH:20]([CH3:22])[CH3:21])[CH2:10]1)=[O:8])C.[OH-].[Na+].Cl, predict the reaction product. (2) The product is: [CH3:52][O:51][C:33]1[C:3]([CH2:9][C:10]2[S:14][C:13]([NH:15][C:23](=[O:24])[CH:22]([C:16]3[CH:21]=[CH:20][CH:19]=[CH:18][CH:17]=3)[CH2:26][CH3:27])=[N:12][CH:11]=2)=[CH:8][CH:7]=[CH:6][N:30]=1. Given the reactants CO[C:3]1([CH2:9][C:10]2[S:14][C:13]([NH2:15])=[N:12][CH:11]=2)[CH:8]=[CH:7][CH:6]=CN1.[C:16]1([CH:22]([CH2:26][CH3:27])[C:23](O)=[O:24])[CH:21]=[CH:20][CH:19]=[CH:18][CH:17]=1.C([N:30]([CH2:33]C)CC)C.F[P-](F)(F)(F)(F)F.N1([O:51][C:52](N(C)C)=[N+](C)C)C2N=CC=CC=2N=N1, predict the reaction product.